Dataset: Peptide-MHC class I binding affinity with 185,985 pairs from IEDB/IMGT. Task: Regression. Given a peptide amino acid sequence and an MHC pseudo amino acid sequence, predict their binding affinity value. This is MHC class I binding data. The binding affinity (normalized) is 0.0847. The MHC is HLA-A02:19 with pseudo-sequence HLA-A02:19. The peptide sequence is FKYDSTKPL.